This data is from Reaction yield outcomes from USPTO patents with 853,638 reactions. The task is: Predict the reaction yield, written as a fraction of the theoretical maximum amount of product (1.0 means a 100% yield; for example, 0.34 means a 34% yield). (1) The reactants are C(O[C:6](=[O:19])[NH:7][C:8]1[S:9][C:10]2[CH:16]=[CH:15][CH:14]=[C:13]([O:17][CH3:18])[C:11]=2[N:12]=1)(C)(C)C.[CH2:20]([NH2:26])C1OC=CC=1.[O:27]1[CH2:32][CH2:31]O[CH2:29][CH2:28]1. No catalyst specified. The product is [O:27]1[CH:32]=[CH:31][CH:29]=[C:28]1[N:26]([CH3:20])[C:6]([NH:7][C:8]1[S:9][C:10]2[CH:16]=[CH:15][CH:14]=[C:13]([O:17][CH3:18])[C:11]=2[N:12]=1)=[O:19]. The yield is 0.920. (2) The reactants are [Cl:1][C:2]1[CH:7]=[CH:6][C:5]([CH3:8])=[CH:4][C:3]=1[OH:9].C(=O)([O-])[O-].[K+].[K+].[CH2:16](Br)[CH:17]=[CH2:18]. The yield is 0.990. The product is [Cl:1][C:2]1[CH:7]=[CH:6][C:5]([CH3:8])=[CH:4][C:3]=1[O:9][CH2:18][CH:17]=[CH2:16]. The catalyst is C(#N)C.